This data is from Forward reaction prediction with 1.9M reactions from USPTO patents (1976-2016). The task is: Predict the product of the given reaction. (1) Given the reactants [C:1]([O:5][C:6](=[O:22])[CH2:7][CH2:8][O:9][CH2:10][CH2:11][O:12][CH2:13][CH2:14][O:15][CH2:16][CH2:17][O:18][CH2:19][CH2:20]O)([CH3:4])([CH3:3])[CH3:2].P(Br)(Br)[Br:24].O, predict the reaction product. The product is: [C:1]([O:5][C:6](=[O:22])[CH2:7][CH2:8][O:9][CH2:10][CH2:11][O:12][CH2:13][CH2:14][O:15][CH2:16][CH2:17][O:18][CH2:19][CH2:20][Br:24])([CH3:4])([CH3:3])[CH3:2]. (2) Given the reactants [NH2:1][C:2]1[CH:7]=[C:6]([O:8][C:9]2[C:10]([CH3:21])=[N:11][CH:12]=[C:13]([C:19]=2[CH3:20])[C:14]([O:16][CH2:17][CH3:18])=[O:15])[CH:5]=[CH:4][N:3]=1.[Br:22]Br, predict the reaction product. The product is: [NH2:1][C:2]1[CH:7]=[C:6]([O:8][C:9]2[C:10]([CH3:21])=[N:11][CH:12]=[C:13]([C:19]=2[CH3:20])[C:14]([O:16][CH2:17][CH3:18])=[O:15])[C:5]([Br:22])=[CH:4][N:3]=1.